This data is from Reaction yield outcomes from USPTO patents with 853,638 reactions. The task is: Predict the reaction yield, written as a fraction of the theoretical maximum amount of product (1.0 means a 100% yield; for example, 0.34 means a 34% yield). (1) The reactants are Cl.[CH3:2][C:3]1[O:4][C:5]2[C:14]3[CH:13]([CH2:15][CH2:16][NH2:17])[CH2:12][CH2:11][C:10]=3[CH:9]=[CH:8][C:6]=2[N:7]=1.C(N(CC)CC)C.[CH2:25]([N:27]=[C:28]=[O:29])[CH3:26]. The catalyst is O1CCCC1. The product is [CH2:25]([NH:27][C:28]([NH:17][CH2:16][CH2:15][CH:13]1[C:14]2[C:5]3[O:4][C:3]([CH3:2])=[N:7][C:6]=3[CH:8]=[CH:9][C:10]=2[CH2:11][CH2:12]1)=[O:29])[CH3:26]. The yield is 0.110. (2) The reactants are [C:1]([O:5][C:6]([N:8]1[C:12]2[N:13]=[C:14]([C:25]3[CH:30]=[CH:29][C:28]([O:31][CH3:32])=[C:27]([F:33])[CH:26]=3)[N:15]=[C:16](OS(C(F)(F)F)(=O)=O)[C:11]=2[CH2:10][CH2:9]1)=[O:7])([CH3:4])([CH3:3])[CH3:2].[CH2:34]([Zn]CC)[CH3:35].CCCCCC. The catalyst is O1CCOCC1.C1C=CC(P(C2C=CC=CC=2)[C-]2C=CC=C2)=CC=1.C1C=CC(P(C2C=CC=CC=2)[C-]2C=CC=C2)=CC=1.Cl[Pd]Cl.[Fe+2]. The product is [C:1]([O:5][C:6]([N:8]1[C:12]2[N:13]=[C:14]([C:25]3[CH:30]=[CH:29][C:28]([O:31][CH3:32])=[C:27]([F:33])[CH:26]=3)[N:15]=[C:16]([CH2:34][CH3:35])[C:11]=2[CH2:10][CH2:9]1)=[O:7])([CH3:4])([CH3:2])[CH3:3]. The yield is 0.730. (3) The reactants are Cl.Cl.[NH2:3][CH2:4][CH2:5][S:6][S:7][CH2:8][CH2:9][NH2:10].C(N(CC)CC)C.[CH3:18][C:19]([O:22][C:23](O[C:23]([O:22][C:19]([CH3:21])([CH3:20])[CH3:18])=[O:24])=[O:24])([CH3:21])[CH3:20]. The catalyst is CO. The product is [NH2:3][CH2:4][CH2:5][S:6][S:7][CH2:8][CH2:9][NH:10][C:23](=[O:24])[O:22][C:19]([CH3:21])([CH3:20])[CH3:18]. The yield is 0.440.